Dataset: Forward reaction prediction with 1.9M reactions from USPTO patents (1976-2016). Task: Predict the product of the given reaction. (1) Given the reactants [C:1]([O:5][C:6]([N:8]1[CH2:13][CH2:12][NH:11][CH2:10][CH2:9]1)=[O:7])([CH3:4])([CH3:3])[CH3:2].N1CCCC1.[CH3:19][O:20][C:21](=[O:29])[C:22]1[CH:27]=[CH:26][CH:25]=[C:24](Br)[CH:23]=1.COC(=O)C1C=CC(Br)=CC=1, predict the reaction product. The product is: [C:1]([O:5][C:6]([N:8]1[CH2:13][CH2:12][NH:11][CH:10]([C:25]2[CH:26]=[CH:27][C:22]([C:21]([O:20][CH3:19])=[O:29])=[CH:23][CH:24]=2)[CH2:9]1)=[O:7])([CH3:4])([CH3:2])[CH3:3]. (2) Given the reactants [Cl:1][C:2]1[C:6]([Cl:7])=[C:5]([CH3:8])[NH:4][C:3]=1[C:9]([NH:11][CH:12]1[CH2:17][CH2:16][N:15]([C:18]2[S:19][C:20]([C:23]([O:25]C)=[O:24])=[CH:21][N:22]=2)[CH2:14][CH2:13]1)=[O:10].[OH-].[Li+].O.Cl, predict the reaction product. The product is: [Cl:1][C:2]1[C:6]([Cl:7])=[C:5]([CH3:8])[NH:4][C:3]=1[C:9]([NH:11][CH:12]1[CH2:13][CH2:14][N:15]([C:18]2[S:19][C:20]([C:23]([OH:25])=[O:24])=[CH:21][N:22]=2)[CH2:16][CH2:17]1)=[O:10]. (3) Given the reactants [F:1][C:2]1[CH:7]=[CH:6][C:5]([N:8]2[C:16]3[CH:15]=[C:14]4[CH2:17][CH2:18][C@H:19]5[C:24]([C@@:13]4([CH3:30])[CH2:12][C:11]=3[CH:10]=[N:9]2)=[CH:23][CH2:22][C@@H:21]([C:25]([F:28])([F:27])[F:26])[C@@H:20]5[NH2:29])=[CH:4][CH:3]=1.[C:31](Cl)(=[O:38])[C:32]1[CH:37]=[CH:36][CH:35]=[CH:34][CH:33]=1, predict the reaction product. The product is: [F:1][C:2]1[CH:3]=[CH:4][C:5]([N:8]2[C:16]3[CH:15]=[C:14]4[CH2:17][CH2:18][C@H:19]5[C:24]([C@@:13]4([CH3:30])[CH2:12][C:11]=3[CH:10]=[N:9]2)=[CH:23][CH2:22][C@@H:21]([C:25]([F:27])([F:26])[F:28])[C@@H:20]5[NH:29][C:31](=[O:38])[C:32]2[CH:37]=[CH:36][CH:35]=[CH:34][CH:33]=2)=[CH:6][CH:7]=1. (4) Given the reactants [NH2:1][CH2:2][C:3]1[C:13]2[CH2:12][CH2:11][N:10]([C:14]([O:16][C:17]([CH3:20])([CH3:19])[CH3:18])=[O:15])[CH2:9][CH2:8][C:7]=2[CH:6]=[CH:5][C:4]=1[Cl:21].Br[C:23]1[CH:38]=[CH:37][C:26]([C:27]([NH:29][CH:30]2[CH2:36][CH2:35][CH2:34][CH2:33][CH2:32][CH2:31]2)=[O:28])=[CH:25][CH:24]=1.C1C=CC(P(C2C(C3C(P(C4C=CC=CC=4)C4C=CC=CC=4)=CC=C4C=3C=CC=C4)=C3C(C=CC=C3)=CC=2)C2C=CC=CC=2)=CC=1.CC(C)([O-])C.[Na+], predict the reaction product. The product is: [C:17]([O:16][C:14]([N:10]1[CH2:11][CH2:12][C:13]2[C:3]([CH2:2][NH:1][C:23]3[CH:24]=[CH:25][C:26]([C:27](=[O:28])[NH:29][CH:30]4[CH2:36][CH2:35][CH2:34][CH2:33][CH2:32][CH2:31]4)=[CH:37][CH:38]=3)=[C:4]([Cl:21])[CH:5]=[CH:6][C:7]=2[CH2:8][CH2:9]1)=[O:15])([CH3:18])([CH3:20])[CH3:19].